The task is: Predict the product of the given reaction.. This data is from Forward reaction prediction with 1.9M reactions from USPTO patents (1976-2016). (1) Given the reactants [Cl:1][C:2]1[CH:7]=[CH:6][CH:5]=[C:4]([Cl:8])[C:3]=1[N:9]1[C:14](=[O:15])[C:13]2[CH:16]=[N:17][C:18]([NH:20][C:21]3[CH:30]=[CH:29][C:24]([C:25]([O:27]C)=[O:26])=[CH:23][CH:22]=3)=[N:19][C:12]=2[N:11]2[CH:31]=[CH:32][N:33]=[C:10]12.[OH-].[K+], predict the reaction product. The product is: [Cl:1][C:2]1[CH:7]=[CH:6][CH:5]=[C:4]([Cl:8])[C:3]=1[N:9]1[C:14](=[O:15])[C:13]2[CH:16]=[N:17][C:18]([NH:20][C:21]3[CH:30]=[CH:29][C:24]([C:25]([OH:27])=[O:26])=[CH:23][CH:22]=3)=[N:19][C:12]=2[N:11]2[CH:31]=[CH:32][N:33]=[C:10]12. (2) Given the reactants [F:1][CH:2]([F:19])[O:3][C:4]1[CH:9]=[CH:8][C:7]([C:10]#[C:11][Si](C)(C)C)=[CH:6][C:5]=1[CH:16]([CH3:18])[CH3:17].C([O-])([O-])=O.[K+].[K+], predict the reaction product. The product is: [F:1][CH:2]([F:19])[O:3][C:4]1[CH:9]=[CH:8][C:7]([C:10]#[CH:11])=[CH:6][C:5]=1[CH:16]([CH3:17])[CH3:18]. (3) Given the reactants C([O:4][CH2:5][C:6]1[CH:11]=[C:10]([N:12]([C:23]([O:25][C:26]([CH3:29])([CH3:28])[CH3:27])=[O:24])[C:13]2[CH:18]=[CH:17][C:16]([C:19]#[N:20])=[C:15]([O:21][CH3:22])[N:14]=2)[CH:9]=[CH:8][C:7]=1[B:30]1OC(C)(C)C(C)(C)[O:31]1)(=O)C.[OH-].[Na+].Cl, predict the reaction product. The product is: [C:19]([C:16]1[CH:17]=[CH:18][C:13]([N:12]([C:10]2[CH:9]=[CH:8][C:7]3[B:30]([OH:31])[O:4][CH2:5][C:6]=3[CH:11]=2)[C:23](=[O:24])[O:25][C:26]([CH3:27])([CH3:29])[CH3:28])=[N:14][C:15]=1[O:21][CH3:22])#[N:20]. (4) Given the reactants [CH2:1]([O:3][C:4]([C:6]1[N:7]([CH3:26])[C:8]([CH2:24][CH3:25])=[C:9]([C:22]#[N:23])[C:10]=1[C:11]1[CH:16]=[CH:15][C:14]([C:17]2[NH:21][N:20]=[N:19][N:18]=2)=[CH:13][CH:12]=1)=[O:5])[CH3:2].[H-].[Na+].[CH3:29]I, predict the reaction product. The product is: [CH2:1]([O:3][C:4]([C:6]1[N:7]([CH3:26])[C:8]([CH2:24][CH3:25])=[C:9]([C:22]#[N:23])[C:10]=1[C:11]1[CH:12]=[CH:13][C:14]([C:17]2[N:18]([CH3:29])[N:19]=[N:20][N:21]=2)=[CH:15][CH:16]=1)=[O:5])[CH3:2]. (5) The product is: [C:6]([C:5]1[CH:8]=[CH:9][C:2]([NH:1][C:24](=[O:25])[C:23]2[CH:27]=[CH:28][CH:29]=[C:21]([C:18]([C:16]#[N:17])([CH3:19])[CH3:20])[CH:22]=2)=[CH:3][C:4]=1[OH:10])#[N:7]. Given the reactants [NH2:1][C:2]1[CH:9]=[CH:8][C:5]([C:6]#[N:7])=[C:4]([OH:10])[CH:3]=1.C(=O)([O-])O.[Na+].[C:16]([C:18]([C:21]1[CH:22]=[C:23]([CH:27]=[CH:28][CH:29]=1)[C:24](Cl)=[O:25])([CH3:20])[CH3:19])#[N:17], predict the reaction product. (6) The product is: [O:1]1[CH2:5][CH2:4][CH:3]([CH2:6][O:7][S:16]([CH3:15])(=[O:18])=[O:17])[CH2:2]1. Given the reactants [O:1]1[CH2:5][CH2:4][CH:3]([CH2:6][OH:7])[CH2:2]1.C(N(CC)CC)C.[CH3:15][S:16](Cl)(=[O:18])=[O:17].C(=O)(O)[O-].[Na+], predict the reaction product. (7) The product is: [S:6]1[CH2:7][CH2:8][C:4]2[CH:3]=[C:2]([B:11]3[O:15][C:14]([CH3:17])([CH3:16])[C:13]([CH3:19])([CH3:18])[O:12]3)[CH:10]=[CH:9][C:5]1=2. Given the reactants Br[C:2]1[CH:10]=[CH:9][C:5]2[S:6][CH2:7][CH2:8][C:4]=2[CH:3]=1.[B:11]1([B:11]2[O:15][C:14]([CH3:17])([CH3:16])[C:13]([CH3:19])([CH3:18])[O:12]2)[O:15][C:14]([CH3:17])([CH3:16])[C:13]([CH3:19])([CH3:18])[O:12]1.CC(O[K])=O, predict the reaction product. (8) Given the reactants [NH:1]1[C:9]2[C:4](=[CH:5][CH:6]=[CH:7][CH:8]=2)[C:3](/[CH:10]=[CH:11]/[C:12]([NH:14][C:15]2[CH:16]=[C:17]([CH:21]=[CH:22][CH:23]=2)[C:18]([OH:20])=O)=[O:13])=[N:2]1.[CH2:24]([N:31]1[CH2:36][CH2:35][NH:34][CH2:33][CH2:32]1)[C:25]1[CH:30]=[CH:29][CH:28]=[CH:27][CH:26]=1, predict the reaction product. The product is: [CH2:24]([N:31]1[CH2:36][CH2:35][N:34]([C:18]([C:17]2[CH:16]=[C:15]([NH:14][C:12](=[O:13])/[CH:11]=[CH:10]/[C:3]3[C:4]4[C:9](=[CH:8][CH:7]=[CH:6][CH:5]=4)[NH:1][N:2]=3)[CH:23]=[CH:22][CH:21]=2)=[O:20])[CH2:33][CH2:32]1)[C:25]1[CH:26]=[CH:27][CH:28]=[CH:29][CH:30]=1.